This data is from Reaction yield outcomes from USPTO patents with 853,638 reactions. The task is: Predict the reaction yield, written as a fraction of the theoretical maximum amount of product (1.0 means a 100% yield; for example, 0.34 means a 34% yield). (1) The reactants are [F:1][C:2]1[CH:7]=[CH:6][C:5]([N+:8]([O-:10])=[O:9])=[C:4](F)[C:3]=1[F:12].CCN(C(C)C)C(C)C.[CH:22]1([C:25]2[NH:29][N:28]=[C:27]([NH2:30])[CH:26]=2)[CH2:24][CH2:23]1. The catalyst is C1COCC1. The product is [CH:22]1([C:25]2[NH:29][N:28]=[C:27]([NH:30][C:4]3[C:5]([N+:8]([O-:10])=[O:9])=[CH:6][CH:7]=[C:2]([F:1])[C:3]=3[F:12])[CH:26]=2)[CH2:24][CH2:23]1. The yield is 0.330. (2) The reactants are [C:1]([O:8][CH3:9])(=[O:7])/[CH:2]=[CH:3]/[C:4]([OH:6])=[O:5].[CH2:10]([NH:14][C:15](=[O:18])[CH2:16]Cl)[CH2:11][CH2:12][CH3:13]. The catalyst is CN1C(=O)CCC1. The product is [C:4]([O:6][CH2:16][C:15](=[O:18])[NH:14][CH2:10][CH2:11][CH2:12][CH3:13])(=[O:5])/[CH:3]=[CH:2]/[C:1]([O:8][CH3:9])=[O:7]. The yield is 0.210. (3) The reactants are CN(C(ON1N=NC2C=CC=CC1=2)=[N+](C)C)C.F[P-](F)(F)(F)(F)F.C(N(C(C)C)CC)(C)C.[N+:34]([C:37]1[CH:42]=[CH:41][C:40]([CH2:43][CH2:44][C:45]([NH:47][NH2:48])=[O:46])=[CH:39][CH:38]=1)([O-:36])=[O:35].[C:49]([C:53]1[CH:54]=[C:55]([CH:59]=[C:60]([C:62]([CH3:65])([CH3:64])[CH3:63])[CH:61]=1)[C:56](O)=[O:57])([CH3:52])([CH3:51])[CH3:50]. The catalyst is C1COCC1. The product is [C:62]([C:60]1[CH:59]=[C:55]([CH:54]=[C:53]([C:49]([CH3:52])([CH3:51])[CH3:50])[CH:61]=1)[C:56]([NH:48][NH:47][C:45](=[O:46])[CH2:44][CH2:43][C:40]1[CH:39]=[CH:38][C:37]([N+:34]([O-:36])=[O:35])=[CH:42][CH:41]=1)=[O:57])([CH3:65])([CH3:64])[CH3:63]. The yield is 0.750. (4) The reactants are Cl.[Cl:2][C:3]1[CH:8]=[C:7]([Br:9])[CH:6]=[CH:5][C:4]=1[O:10]N.O=[C:13]1[CH2:18][CH2:17][N:16]([C:19]([O:21][C:22]([CH3:25])([CH3:24])[CH3:23])=[O:20])[CH2:15][CH2:14]1. No catalyst specified. The product is [Cl:2][C:3]1[C:4]2[O:10][C:13]3[CH2:18][CH2:17][N:16]([C:19]([O:21][C:22]([CH3:25])([CH3:24])[CH3:23])=[O:20])[CH2:15][C:14]=3[C:5]=2[CH:6]=[C:7]([Br:9])[CH:8]=1. The yield is 0.200. (5) The reactants are C([O:3][C:4]([C:6]1[S:14][C:13]2[CH2:12][CH2:11][S:10][CH2:9][C:8]=2[CH:7]=1)=O)C.[H-].[H-].[H-].[H-].[Li+].[Al+3]. The catalyst is C1COCC1.C(Cl)Cl.[O-2].[O-2].[Mn+4]. The product is [S:14]1[C:13]2[CH2:12][CH2:11][S:10][CH2:9][C:8]=2[CH:7]=[C:6]1[CH:4]=[O:3]. The yield is 0.360. (6) The reactants are [CH:1]1([N:6]2[C:15]3[N:14]=[C:13]([C:16]4[CH:21]=[CH:20][N:19]=[C:18]([OH:22])[CH:17]=4)[N:12]=[CH:11][C:10]=3[N:9]([CH3:23])[C:8](=[O:24])[C@H:7]2[CH2:25][CH3:26])[CH2:5][CH2:4][CH2:3][CH2:2]1.[CH2:27]1CCN2C(=NCCC2)CC1.P(OC)(OC)(OC)=O. The catalyst is O1CCOCC1. The product is [CH:1]1([N:6]2[C:15]3[N:14]=[C:13]([C:16]4[CH:21]=[CH:20][N:19]([CH3:27])[C:18](=[O:22])[CH:17]=4)[N:12]=[CH:11][C:10]=3[N:9]([CH3:23])[C:8](=[O:24])[C@H:7]2[CH2:25][CH3:26])[CH2:2][CH2:3][CH2:4][CH2:5]1. The yield is 0.500.